Dataset: CYP2C19 inhibition data for predicting drug metabolism from PubChem BioAssay. Task: Regression/Classification. Given a drug SMILES string, predict its absorption, distribution, metabolism, or excretion properties. Task type varies by dataset: regression for continuous measurements (e.g., permeability, clearance, half-life) or binary classification for categorical outcomes (e.g., BBB penetration, CYP inhibition). Dataset: cyp2c19_veith. The result is 1 (inhibitor). The molecule is CCCCn1c(NCc2ccccc2NS(=O)(=O)c2ccc(C)cc2)nc2ccccc21.